From a dataset of Full USPTO retrosynthesis dataset with 1.9M reactions from patents (1976-2016). Predict the reactants needed to synthesize the given product. (1) Given the product [F:1][CH2:2][CH2:3][O:4][CH2:5][CH2:6][O:7][C:8]1[CH:9]=[CH:10][C:11]([C:14](=[O:16])/[CH:15]=[CH:24]/[C:23]2[CH:26]=[CH:27][C:20]([N+:17]([O-:19])=[O:18])=[CH:21][CH:22]=2)=[CH:12][CH:13]=1, predict the reactants needed to synthesize it. The reactants are: [F:1][CH2:2][CH2:3][O:4][CH2:5][CH2:6][O:7][C:8]1[CH:13]=[CH:12][C:11]([C:14](=[O:16])[CH3:15])=[CH:10][CH:9]=1.[N+:17]([C:20]1[CH:27]=[CH:26][C:23]([CH:24]=O)=[CH:22][CH:21]=1)([O-:19])=[O:18].[OH-].[K+]. (2) Given the product [Cl:12][C:13]1[CH:18]=[C:17]([Cl:19])[CH:16]=[CH:15][C:14]=1[C:20]1[C:25]([C:26]2[NH:30][CH:29]=[CH:28][N:27]=2)=[CH:24][N:23]=[C:22]([NH:31][CH2:32][CH2:33][NH:34][C:2]2[CH:7]=[CH:6][C:5]([C:8]([F:11])([F:10])[F:9])=[CH:4][N:3]=2)[N:21]=1, predict the reactants needed to synthesize it. The reactants are: Cl[C:2]1[CH:7]=[CH:6][C:5]([C:8]([F:11])([F:10])[F:9])=[CH:4][N:3]=1.[Cl:12][C:13]1[CH:18]=[C:17]([Cl:19])[CH:16]=[CH:15][C:14]=1[C:20]1[C:25]([C:26]2[NH:27][CH:28]=[CH:29][N:30]=2)=[CH:24][N:23]=[C:22]([NH:31][CH2:32][CH2:33][NH:34]C2C=CC([N+]([O-])=O)=CN=2)[N:21]=1. (3) Given the product [Cl:28][C:23]1[CH:22]=[C:21]([NH:20][C:16]([C:12]2[C:11]([CH2:10][CH2:9][NH:8][S:30](=[O:32])(=[O:31])[NH2:33])=[N:15][O:14][N:13]=2)=[N:17][OH:18])[CH:26]=[CH:25][C:24]=1[F:27], predict the reactants needed to synthesize it. The reactants are: FC(F)(F)C(O)=O.[NH2:8][CH2:9][CH2:10][C:11]1[C:12]([C:16]2[N:20]([C:21]3[CH:26]=[CH:25][C:24]([F:27])=[C:23]([Cl:28])[CH:22]=3)C(=O)[O:18][N:17]=2)=[N:13][O:14][N:15]=1.[S:30](N)([NH2:33])(=[O:32])=[O:31].N1C=CC=CC=1.[OH-].[Na+]. (4) Given the product [ClH:4].[CH3:6][O:7][C:8](=[O:32])[C@H:9]([CH2:28][CH2:29][S:30][CH3:31])[NH:10][C:11](=[O:27])[C:12]1[CH:17]=[CH:16][C:15]([NH2:18])=[CH:14][C:13]=1[C:21]1[CH:22]=[CH:23][CH:24]=[CH:25][CH:26]=1, predict the reactants needed to synthesize it. The reactants are: O.O.[Sn](Cl)[Cl:4].[CH3:6][O:7][C:8](=[O:32])[C@H:9]([CH2:28][CH2:29][S:30][CH3:31])[NH:10][C:11](=[O:27])[C:12]1[CH:17]=[CH:16][C:15]([N+:18]([O-])=O)=[CH:14][C:13]=1[C:21]1[CH:26]=[CH:25][CH:24]=[CH:23][CH:22]=1. (5) Given the product [NH2:1][C:2]1[C:7]2=[C:8]([C:32]3[CH:33]=[CH:34][C:35]4[C:30]([CH:31]=3)=[N:29][N:28]([CH2:21][C:22]3[CH:27]=[CH:26][CH:25]=[CH:24][CH:23]=3)[CH:36]=4)[CH:9]=[C:10]([C:11]3[CH:16]=[CH:15][C:14]([OH:17])=[C:13]([O:18][CH3:19])[CH:12]=3)[N:6]2[N:5]=[CH:4][N:3]=1, predict the reactants needed to synthesize it. The reactants are: [NH2:1][C:2]1[C:7]2=[C:8](Br)[CH:9]=[C:10]([C:11]3[CH:16]=[CH:15][C:14]([OH:17])=[C:13]([O:18][CH3:19])[CH:12]=3)[N:6]2[N:5]=[CH:4][N:3]=1.[CH2:21]([N:28]1[CH:36]=[C:35]2[C:30]([CH:31]=[C:32](B3OC(C)(C)C(C)(C)O3)[CH:33]=[CH:34]2)=[N:29]1)[C:22]1[CH:27]=[CH:26][CH:25]=[CH:24][CH:23]=1.